From a dataset of Forward reaction prediction with 1.9M reactions from USPTO patents (1976-2016). Predict the product of the given reaction. (1) Given the reactants [Cl:1][C:2]1[CH:6]=[N:5][N:4]([CH3:7])[C:3]=1[C:8]1[CH:9]=[C:10]([NH2:23])[CH:11]=[CH:12][C:13]=1[O:14][CH2:15][CH2:16][N:17]1[CH2:22][CH2:21][O:20][CH2:19][CH2:18]1.[Cl:24][C:25]1[CH:26]=[C:27]([N:31]=[C:32]=[O:33])[CH:28]=[CH:29][CH:30]=1, predict the reaction product. The product is: [Cl:1][C:2]1[CH:6]=[N:5][N:4]([CH3:7])[C:3]=1[C:8]1[CH:9]=[C:10]([NH:23][C:32]([NH:31][C:27]2[CH:28]=[CH:29][CH:30]=[C:25]([Cl:24])[CH:26]=2)=[O:33])[CH:11]=[CH:12][C:13]=1[O:14][CH2:15][CH2:16][N:17]1[CH2:18][CH2:19][O:20][CH2:21][CH2:22]1. (2) Given the reactants [OH-:1].[K+].[NH:3]1[C:13]2[C:8](=[CH:9][CH:10]=[CH:11][CH:12]=2)[C:6](=O)[C:4]1=[O:5].[CH3:14][C:15]1[CH:20]=[C:19]([C:21]([CH3:23])=O)[CH:18]=[CH:17][C:16]=1[Cl:24], predict the reaction product. The product is: [Cl:24][C:16]1[CH:17]=[CH:18][C:19]([C:21]2[CH:23]=[C:6]([C:4]([OH:1])=[O:5])[C:8]3[C:13](=[CH:12][CH:11]=[CH:10][CH:9]=3)[N:3]=2)=[CH:20][C:15]=1[CH3:14]. (3) The product is: [Cl:1][C:2]1[CH:10]=[C:9]([C:11]([F:12])([F:13])[F:14])[C:5]([C:6]([O:8][C:15]([CH3:18])([CH3:17])[CH3:16])=[O:7])=[CH:4][N:3]=1. Given the reactants [Cl:1][C:2]1[CH:10]=[C:9]([C:11]([F:14])([F:13])[F:12])[C:5]([C:6]([OH:8])=[O:7])=[CH:4][N:3]=1.[C:15](OC(O[C:15]([CH3:18])([CH3:17])[CH3:16])N(C)C)([CH3:18])([CH3:17])[CH3:16], predict the reaction product. (4) Given the reactants [NH2:1][C:2]1[CH:7]=[CH:6][CH:5]=[CH:4][CH:3]=1.[CH3:8][C:9]([CH3:40])([CH3:39])[CH2:10][NH:11][C:12]([C:14]1[CH:19]=[CH:18][C:17]([C:20]2[C:25]([CH3:26])=[C:24]([F:27])[CH:23]=[C:22]([C:28](O)=[O:29])[CH:21]=2)=[C:16]([C:31]([NH:33][C:34]2[S:35][CH:36]=[CH:37][N:38]=2)=[O:32])[CH:15]=1)=[O:13].Cl.CN(C)CCCN=C=NCC, predict the reaction product. The product is: [CH3:8][C:9]([CH3:40])([CH3:39])[CH2:10][NH:11][C:12]([C:14]1[CH:15]=[C:16]([C:31]([NH:33][C:34]2[S:35][CH:36]=[CH:37][N:38]=2)=[O:32])[C:17]([C:20]2[C:25]([CH3:26])=[C:24]([F:27])[CH:23]=[C:22]([C:28]([NH:1][C:2]3[CH:7]=[CH:6][CH:5]=[CH:4][CH:3]=3)=[O:29])[CH:21]=2)=[CH:18][CH:19]=1)=[O:13]. (5) Given the reactants [CH2:1]([S:3]([N:6]1[CH2:11][CH2:10][CH:9]([C:12]2[C:20]3[C:15](=[C:16]([C:29]([NH2:31])=[O:30])[CH:17]=[C:18]([C:21]4[CH:26]=[CH:25][CH:24]=[C:23]([CH:27]=O)[CH:22]=4)[CH:19]=3)[NH:14][CH:13]=2)[CH2:8][CH2:7]1)(=[O:5])=[O:4])[CH3:2].[CH3:32][CH2:33][CH:34]([NH2:37])[CH2:35][CH3:36].[BH4-].[Na+], predict the reaction product. The product is: [CH2:33]([CH:34]([NH:37][CH2:27][C:23]1[CH:22]=[C:21]([C:18]2[CH:19]=[C:20]3[C:15](=[C:16]([C:29]([NH2:31])=[O:30])[CH:17]=2)[NH:14][CH:13]=[C:12]3[CH:9]2[CH2:8][CH2:7][N:6]([S:3]([CH2:1][CH3:2])(=[O:4])=[O:5])[CH2:11][CH2:10]2)[CH:26]=[CH:25][CH:24]=1)[CH2:35][CH3:36])[CH3:32]. (6) Given the reactants [Cl:1][C:2]1[CH:3]=[C:4]2[C:10]([C:11]3[N:16]=[C:15](S(C)=O)[C:14]([F:20])=[CH:13][N:12]=3)=[CH:9][N:8]([S:21]([C:24]3[CH:29]=[CH:28][C:27]([CH3:30])=[CH:26][CH:25]=3)(=[O:23])=[O:22])[C:5]2=[N:6][CH:7]=1.[NH2:31][CH:32]1[CH2:37][CH2:36][CH2:35][CH:34]([C:38]([OH:40])=[O:39])[CH:33]1[OH:41].CCN(C(C)C)C(C)C, predict the reaction product. The product is: [Cl:1][C:2]1[CH:3]=[C:4]2[C:10]([C:11]3[N:16]=[C:15]([NH:31][CH:32]4[CH2:37][CH2:36][CH2:35][CH:34]([C:38]([OH:40])=[O:39])[CH:33]4[OH:41])[C:14]([F:20])=[CH:13][N:12]=3)=[CH:9][N:8]([S:21]([C:24]3[CH:29]=[CH:28][C:27]([CH3:30])=[CH:26][CH:25]=3)(=[O:23])=[O:22])[C:5]2=[N:6][CH:7]=1. (7) The product is: [CH2:9]([N:1]1[CH2:6][CH2:5][CH2:4][CH2:3][CH2:2]1)[C:8]#[CH:7]. Given the reactants [NH:1]1[CH2:6][CH2:5][CH2:4][CH2:3][CH2:2]1.[CH2:7](Br)[C:8]#[CH:9], predict the reaction product. (8) The product is: [CH3:20][O:21]/[N:22]=[C:8](/[C:5]1[CH:6]=[CH:7][C:2]([NH2:1])=[CH:3][CH:4]=1)\[CH2:9][C:10]1[N:11]([CH2:15][CH2:16][CH3:17])[CH:12]=[CH:13][N:14]=1. Given the reactants [NH2:1][C:2]1[CH:7]=[CH:6][C:5]([C:8](=O)[CH2:9][C:10]2[N:11]([CH2:15][CH2:16][CH3:17])[CH:12]=[CH:13][N:14]=2)=[CH:4][CH:3]=1.Cl.[CH3:20][O:21][NH2:22].C(=O)(O)[O-].[Na+], predict the reaction product. (9) Given the reactants [F:1][C:2]1[CH:21]=[CH:20][C:19]([C:22]([F:25])([F:24])[F:23])=[CH:18][C:3]=1[O:4][C:5]1[C:14]2[C:9](=[C:10]([N+:15]([O-])=O)[CH:11]=[CH:12][CH:13]=2)[N:8]=[CH:7][CH:6]=1.[NH4+].[Cl-], predict the reaction product. The product is: [F:1][C:2]1[CH:21]=[CH:20][C:19]([C:22]([F:23])([F:24])[F:25])=[CH:18][C:3]=1[O:4][C:5]1[C:14]2[C:9](=[C:10]([NH2:15])[CH:11]=[CH:12][CH:13]=2)[N:8]=[CH:7][CH:6]=1. (10) Given the reactants Br[C:2]1[CH2:6][CH:5]([C:7]([NH2:9])=[O:8])[O:4][N:3]=1.[N:10]1([C:16]([O:18][CH2:19][C:20]2[CH:25]=[CH:24][CH:23]=[CH:22][CH:21]=2)=[O:17])[CH2:15][CH2:14][NH:13][CH2:12][CH2:11]1.CCN(C(C)C)C(C)C, predict the reaction product. The product is: [NH2:9][C:7]([CH:5]1[O:4][N:3]=[C:2]([N:13]2[CH2:12][CH2:11][N:10]([C:16]([O:18][CH2:19][C:20]3[CH:25]=[CH:24][CH:23]=[CH:22][CH:21]=3)=[O:17])[CH2:15][CH2:14]2)[CH2:6]1)=[O:8].